Dataset: Drug-target binding data from BindingDB using Ki measurements. Task: Regression. Given a target protein amino acid sequence and a drug SMILES string, predict the binding affinity score between them. We predict pKi (pKi = -log10(Ki in M); higher means stronger inhibition). Dataset: bindingdb_ki. (1) The drug is O=C(CN1CCN(C(=O)c2ccco2)CC1)Nc1cc(C(F)(F)F)ccc1Cl. The target protein sequence is MCGNTMSVPLLTDAATVSGAERETAAVIFLHGLGDTGHSWADALSTIRLPHVKYICPHAPRIPVTLNMKMVMPSWFDIMGLSPDSQEDEAGIKKAAENIKALIEHEMKNGIPANRIVLGGFSQGGALSLYTALTCPHPLAGIVALSCWLPLHRAFPQAANGSAKDLAILQCHGELDPMVPVRFGALTAEKLRSVVTPARVQFKTYPGVMHSSCPQEMAAVKEFLEKLLPPV. The pKi is 5.5. (2) The drug is O=S(=O)(c1ccccc1)N(CCCNCCCN(Cc1ccccc1)S(=O)(=O)c1ccccc1)Cc1ccccc1. The target protein sequence is TQHGIRLPLRSGLGGAPLGLRLPRETDEEPEEPGRRGSFVEMVDNLRGKSGQGYYVEMTVGSPPQTLNILVDTGSSNFAVGAAPHPFLHRYYQRQLSSTYRDLRKGVYVPYTQGKWEGELGTDLVSIPHGPNVTVRANIAAITESDKFFINGSNWEGILGLAYAEIARPDDSLEPFFDSLVKQTHVPNLFSLQLCGAGFPLNQSEVLASVGGSMIIGGIDHSLYTGSLWYTPIRREWYYEVIIVRVEINGQDLKMDCKEYNYDKSIVDSGTTNLRLPKKVFEAAVKSIKAASSTEKFPDGFWLGEQLVCWQAGTTPWNIFPVISLYLMGEVTNQSFRITILPQQYLRPVEDVATSQDDCYKFAISQSSTGTVMGAVIMEGFYVVFDRARKRIGFAVSACHVHDEFRTAAVEGPFVTLDMEDCGYNIPQTDESTLMT. The pKi is 3.8. (3) The drug is c1ccc2c(CCC3CCNCC3)c[nH]c2c1. The target is MLLARMKPQVQPELGGADQ. The pKi is 6.3. (4) The compound is CC(C)NCC(O)COc1cccc2[nH]ccc12. The target protein sequence is MEPAGPCQAPLLPANDSYHGRNCTAQEGIYQDATPLSWKIVLTVVLALVTLATVLSNAFVIATVYQTRKLHTPANYLIASLAVTDLLVSILVMPISTMYTVTGKWTLGQVVCDIWLSSDITCCTASILHLCVIALDRYWAITDAVEYSTKRTPKRAAGMIALVWVFSICISMPPLFWRQAKAEEVSHCVVNTDHVLYTVYSTVGAFYFPTLLLIALYGRIYVEARSRILKQTPKKAGKRLTRAQLITDSPGSSSSVTSINSKAPEGSSETSSPVYMNQVKVKVSDALLEKKKLTAARERKATKTLGIILGAFIVCWLPFFILSLVLPICKDACWFHMAIFDFFTWLGYLNSLINPIIYTMSNEDFKQAFHKLIRFRCTS. The pKi is 5.9.